This data is from Peptide-MHC class I binding affinity with 185,985 pairs from IEDB/IMGT. The task is: Regression. Given a peptide amino acid sequence and an MHC pseudo amino acid sequence, predict their binding affinity value. This is MHC class I binding data. (1) The MHC is HLA-A02:03 with pseudo-sequence HLA-A02:03. The peptide sequence is FILGIIITV. The binding affinity (normalized) is 1.00. (2) The peptide sequence is LFNILGGWVA. The MHC is Patr-A0701 with pseudo-sequence Patr-A0701. The binding affinity (normalized) is 0. (3) The binding affinity (normalized) is 0.111. The peptide sequence is YLGPQFCKS. The MHC is HLA-A02:03 with pseudo-sequence HLA-A02:03. (4) The peptide sequence is KSQVLQQSTY. The MHC is HLA-A31:01 with pseudo-sequence HLA-A31:01. The binding affinity (normalized) is 0.00535. (5) The peptide sequence is HGPAKSMEY. The MHC is HLA-A29:02 with pseudo-sequence HLA-A29:02. The binding affinity (normalized) is 0.0656. (6) The MHC is HLA-A03:01 with pseudo-sequence HLA-A03:01. The peptide sequence is GLSLLQLPR. The binding affinity (normalized) is 0.289.